Dataset: Forward reaction prediction with 1.9M reactions from USPTO patents (1976-2016). Task: Predict the product of the given reaction. (1) The product is: [F:11][C:8]1[CH:7]=[C:3]2[C:2](=[CH:10][CH:9]=1)[N:1]=[C:17]([C:16]1[CH:19]=[C:20]([O:24][CH3:25])[C:21]([O:22][CH3:23])=[C:14]([O:13][CH3:12])[CH:15]=1)[N:6]=[C:4]2[OH:5]. Given the reactants [NH2:1][C:2]1[CH:10]=[CH:9][C:8]([F:11])=[CH:7][C:3]=1[C:4]([NH2:6])=[O:5].[CH3:12][O:13][C:14]1[CH:15]=[C:16]([CH:19]=[C:20]([O:24][CH3:25])[C:21]=1[O:22][CH3:23])[CH:17]=O.OS([O-])=O.[Na+], predict the reaction product. (2) Given the reactants C(Cl)Cl.[CH2:4]([C@:7]12[CH2:18][CH:13]3[O:14][C@@:15]1([O:16][CH3:17])[C@@H:11]([C@:12]3([CH3:25])[CH2:19][CH2:20][CH:21]=[C:22]([CH3:24])[CH3:23])[CH2:10][CH:9]=[C:8]2[O:26][CH3:27])[CH:5]=[CH2:6].C(=O)([O-])[O-:29].[Cs+].[Cs+].O=O, predict the reaction product. The product is: [CH2:4]([C@:7]12[CH2:18][CH:13]3[O:14][C@@:15]1([O:16][CH3:17])[C@@H:11]([C@:12]3([CH3:25])[CH2:19][CH2:20][CH:21]=[C:22]([CH3:23])[CH3:24])[C:10](=[O:29])[CH:9]=[C:8]2[O:26][CH3:27])[CH:5]=[CH2:6]. (3) The product is: [CH3:3][O:4][C:5]1[CH:25]=[CH:24][C:8]([CH2:9][N:10]2[CH2:19][CH2:18][C:17]3[C:12](=[CH:13][CH:14]=[C:15]([C:20]4([C:21]#[N:22])[CH2:28][CH2:27]4)[CH:16]=3)[C:11]2=[O:23])=[CH:7][CH:6]=1. Given the reactants O.[Na].[CH3:3][O:4][C:5]1[CH:25]=[CH:24][C:8]([CH2:9][N:10]2[CH2:19][CH2:18][C:17]3[C:12](=[CH:13][CH:14]=[C:15]([CH2:20][C:21]#[N:22])[CH:16]=3)[C:11]2=[O:23])=[CH:7][CH:6]=1.Br[CH2:27][CH2:28]Br.C(OC(=O)C)C, predict the reaction product. (4) Given the reactants Br[C:2]1[CH:3]=[CH:4][C:5]([F:17])=[C:6]([C:8]2[C:9]([C:15]#[N:16])=[C:10]([F:14])[CH:11]=[CH:12][CH:13]=2)[CH:7]=1.C([O-])(=O)C.[K+].[B:23]1([B:23]2[O:28][CH2:27][C:26]([CH3:30])([CH3:29])[CH2:25][O:24]2)[O:28][CH2:27][C:26]([CH3:30])([CH3:29])[CH2:25][O:24]1.CS(C)=O, predict the reaction product. The product is: [CH3:29][C:26]1([CH3:30])[CH2:27][O:28][B:23]([C:2]2[CH:3]=[CH:4][C:5]([F:17])=[C:6]([C:8]3[C:9]([C:15]#[N:16])=[C:10]([F:14])[CH:11]=[CH:12][CH:13]=3)[CH:7]=2)[O:24][CH2:25]1. (5) Given the reactants [Li]CCCC.[S:6]1[CH:10]=[CH:9][N:8]=[CH:7]1.[C:11]1(=[O:17])[CH2:16][CH2:15][CH2:14][CH2:13][CH2:12]1.[NH4+].[Cl-], predict the reaction product. The product is: [OH:17][C:11]1([C:7]2[S:6][CH:10]=[CH:9][N:8]=2)[CH2:16][CH2:15][CH2:14][CH2:13][CH2:12]1. (6) Given the reactants [NH:1]1[CH:5]=[C:4]([C:6]2[CH:22]=[CH:21][C:9]3[C:10]4[N:11]=[C:12]([C:18]([OH:20])=O)[S:13][C:14]=4[CH2:15][CH2:16][O:17][C:8]=3[CH:7]=2)[CH:3]=[N:2]1.[CH3:23][NH:24][CH2:25][C:26]([N:28]1[CH2:33][CH2:32][O:31][CH2:30][CH2:29]1)=[O:27], predict the reaction product. The product is: [CH3:23][N:24]([CH2:25][C:26]([N:28]1[CH2:33][CH2:32][O:31][CH2:30][CH2:29]1)=[O:27])[C:18]([C:12]1[S:13][C:14]2[CH2:15][CH2:16][O:17][C:8]3[CH:7]=[C:6]([C:4]4[CH:3]=[N:2][NH:1][CH:5]=4)[CH:22]=[CH:21][C:9]=3[C:10]=2[N:11]=1)=[O:20]. (7) Given the reactants C(O[C:4]([C:6]1[N:7]=[N:8][N:9]([C:12]2[CH:17]=[CH:16][CH:15]=[C:14]([S:18]([CH3:21])(=[O:20])=[O:19])[CH:13]=2)[C:10]=1[NH2:11])=[O:5])C.[Br:22][C:23]1[CH:38]=[CH:37][C:26]([C:27](Cl)=[N:28][C:29]2[CH:34]=[CH:33][C:32]([Cl:35])=[CH:31][CH:30]=2)=[CH:25][CH:24]=1.O, predict the reaction product. The product is: [Br:22][C:23]1[CH:24]=[CH:25][C:26]([C:27]2[N:28]([C:29]3[CH:34]=[CH:33][C:32]([Cl:35])=[CH:31][CH:30]=3)[C:4](=[O:5])[C:6]3[N:7]=[N:8][N:9]([C:12]4[CH:17]=[CH:16][CH:15]=[C:14]([S:18]([CH3:21])(=[O:19])=[O:20])[CH:13]=4)[C:10]=3[N:11]=2)=[CH:37][CH:38]=1. (8) Given the reactants [Cl:1][C:2]1[C:3]([CH3:19])=[C:4]([NH:8][S:9]([C:12]2[CH:17]=[CH:16][C:15]([CH3:18])=[CH:14][CH:13]=2)(=[O:11])=[O:10])[CH:5]=[CH:6][CH:7]=1.BrCC(O[CH2:25][CH3:26])=O.[C:27](=[O:30])([O-])[O-:28].[K+].[K+].O.[CH3:34]N(C=O)C, predict the reaction product. The product is: [CH2:25]([CH:26]([C:27]([OH:28])=[O:30])[N:8]([C:4]1[CH:5]=[CH:6][CH:7]=[C:2]([Cl:1])[C:3]=1[CH3:19])[S:9]([C:12]1[CH:13]=[CH:14][C:15]([CH3:18])=[CH:16][CH:17]=1)(=[O:10])=[O:11])[CH3:34].